This data is from Forward reaction prediction with 1.9M reactions from USPTO patents (1976-2016). The task is: Predict the product of the given reaction. Given the reactants [NH2:1][C:2](=[O:41])[CH2:3][O:4][N:5]=[C:6]([C:25]1[CH:30]=[CH:29][C:28]([O:31][CH2:32][CH:33]([CH3:35])[CH3:34])=[CH:27][C:26]=1[O:36][CH2:37][CH:38]([CH3:40])[CH3:39])[C:7]1[CH:8]=[CH:9][C:10]([O:20][CH2:21][CH:22]([CH3:24])[CH3:23])=[C:11]([CH2:13][CH2:14][C:15]([O:17]CC)=[O:16])[CH:12]=1.[OH-].[Na+].C(Cl)(Cl)Cl.Cl, predict the reaction product. The product is: [NH2:1][C:2](=[O:41])[CH2:3][O:4][N:5]=[C:6]([C:25]1[CH:30]=[CH:29][C:28]([O:31][CH2:32][CH:33]([CH3:34])[CH3:35])=[CH:27][C:26]=1[O:36][CH2:37][CH:38]([CH3:40])[CH3:39])[C:7]1[CH:8]=[CH:9][C:10]([O:20][CH2:21][CH:22]([CH3:24])[CH3:23])=[C:11]([CH2:13][CH2:14][C:15]([OH:17])=[O:16])[CH:12]=1.